This data is from Forward reaction prediction with 1.9M reactions from USPTO patents (1976-2016). The task is: Predict the product of the given reaction. (1) Given the reactants [CH:1]([N:4]1[CH2:9][CH2:8][N:7]([C:10]([C:12]2[CH:13]=[C:14]3[C:18](=[CH:19][CH:20]=2)[NH:17][C:16]([C:21]([OH:23])=O)=[CH:15]3)=[O:11])[CH2:6][CH2:5]1)([CH3:3])[CH3:2].Cl.F[B-](F)(F)F.N1(OC(N(C)C)=[N+](C)C)C2C=CC=CC=2N=N1.[OH:47][CH:48]1[CH2:53][CH2:52][NH:51][CH2:50][CH2:49]1.C(N(CC)C(C)C)(C)C, predict the reaction product. The product is: [OH:47][CH:48]1[CH2:53][CH2:52][N:51]([C:21]([C:16]2[NH:17][C:18]3[C:14]([CH:15]=2)=[CH:13][C:12]([C:10]([N:7]2[CH2:6][CH2:5][N:4]([CH:1]([CH3:3])[CH3:2])[CH2:9][CH2:8]2)=[O:11])=[CH:20][CH:19]=3)=[O:23])[CH2:50][CH2:49]1. (2) The product is: [F:1][C:2]1[CH:3]=[C:4]([CH:15]=[CH:16][C:17]=1[CH:18]([C:30]1[CH:35]=[CH:34][CH:33]=[CH:32][C:31]=1[CH3:36])[CH2:19]/[C:20](=[N:38]\[OH:39])/[C:22]1[CH:27]=[CH:26][C:25](=[O:28])[N:24]([CH3:29])[CH:23]=1)[O:5][C:6]1[CH:7]=[C:8]([CH:12]=[CH:13][CH:14]=1)[C:9]([OH:11])=[O:10]. Given the reactants [F:1][C:2]1[CH:3]=[C:4]([CH:15]=[CH:16][C:17]=1[CH:18]([C:30]1[CH:35]=[CH:34][CH:33]=[CH:32][C:31]=1[CH3:36])[CH2:19][C:20]([C:22]1[CH:27]=[CH:26][C:25](=[O:28])[N:24]([CH3:29])[CH:23]=1)=O)[O:5][C:6]1[CH:7]=[C:8]([CH:12]=[CH:13][CH:14]=1)[C:9]([OH:11])=[O:10].Cl.[NH2:38][OH:39].C([O-])(O)=O.[Na+], predict the reaction product. (3) Given the reactants [Si](O[C@H](C)C(O)=O)(C(C)(C)C)(C1C=CC=CC=1)C1C=CC=CC=1.[NH2:24][CH2:25][CH2:26][CH2:27][C@:28]1([C:47]2[CH:52]=[CH:51][CH:50]=[CH:49][CH:48]=2)[N:32]([C:33](=[O:38])[C@@H:34]([O:36][CH3:37])[CH3:35])[N:31]=[C:30]([C:39]2[CH:44]=[C:43]([F:45])[CH:42]=[CH:41][C:40]=2[F:46])[S:29]1.NCCC[C@@]1(C2C=CC=CC=2)N(C(=O)[C@@H](OC)C)N=C(C2C=C(F)C=CC=2F)S1, predict the reaction product. The product is: [NH2:24][CH2:25][CH2:26][CH2:27][C@:28]1([C:47]2[CH:52]=[CH:51][CH:50]=[CH:49][CH:48]=2)[N:32]([C:33](=[O:38])[C@H:34]([O:36][CH3:37])[CH3:35])[N:31]=[C:30]([C:39]2[CH:44]=[C:43]([F:45])[CH:42]=[CH:41][C:40]=2[F:46])[S:29]1. (4) The product is: [CH3:1][C:2]1[C:3]2[N:4]([N:9]=[C:10]([CH2:12][OH:13])[CH:11]=2)[C:5]([CH3:8])=[CH:6][N:7]=1. Given the reactants [CH3:1][C:2]1[C:3]2[N:4]([N:9]=[C:10]([C:12](OC)=[O:13])[CH:11]=2)[C:5]([CH3:8])=[CH:6][N:7]=1.[H-].C([Al+]CC(C)C)C(C)C.[Cl-].[NH4+].C(=O)(O)[O-].[Na+], predict the reaction product.